From a dataset of Reaction yield outcomes from USPTO patents with 853,638 reactions. Predict the reaction yield, written as a fraction of the theoretical maximum amount of product (1.0 means a 100% yield; for example, 0.34 means a 34% yield). (1) The reactants are [H-].[H-].[H-].[H-].[Li+].[Al+3].[F:7][C:8]1[C:17]([O:18][CH3:19])=[CH:16][C:15]([O:20][CH3:21])=[C:14]([F:22])[C:9]=1[C:10](OC)=[O:11]. The catalyst is C1COCC1. The product is [F:7][C:8]1[C:17]([O:18][CH3:19])=[CH:16][C:15]([O:20][CH3:21])=[C:14]([F:22])[C:9]=1[CH2:10][OH:11]. The yield is 0.610. (2) The reactants are C(OC([C@@H:6]1[CH2:11][CH2:10][CH2:9][N:8]([CH2:12][C:13]2[CH:22]=[CH:21][C:20]3[C:15](=[CH:16][CH:17]=[C:18]([O:23][CH:24]4[CH2:29][CH2:28][CH:27]([C:30]([CH3:33])([CH3:32])[CH3:31])[CH2:26][CH2:25]4)[CH:19]=3)[CH:14]=2)[CH2:7]1)=O)C.[CH2:34]([OH:36])C.[OH-:37].[Na+].Cl. No catalyst specified. The product is [C:30]([C@H:27]1[CH2:28][CH2:29][C@H:24]([O:23][C:18]2[CH:19]=[C:20]3[C:15](=[CH:16][CH:17]=2)[CH:14]=[C:13]([CH2:12][N:8]2[CH2:9][CH2:10][CH2:11][CH2:6][C@@H:7]2[C:34]([OH:36])=[O:37])[CH:22]=[CH:21]3)[CH2:25][CH2:26]1)([CH3:33])([CH3:31])[CH3:32]. The yield is 0.440. (3) The reactants are [Cl:1][CH2:2][C:3](Cl)=O.[NH2:6][C:7]1[CH:22]=[CH:21][CH:20]=[C:19]([CH3:23])[C:8]=1[C:9]([NH:11][C:12]1[CH:17]=[CH:16][CH:15]=[CH:14][C:13]=1[Cl:18])=[O:10]. The catalyst is C(O)(=O)C. The product is [Cl:1][CH2:2][C:3]1[N:11]([C:12]2[CH:17]=[CH:16][CH:15]=[CH:14][C:13]=2[Cl:18])[C:9](=[O:10])[C:8]2[C:7](=[CH:22][CH:21]=[CH:20][C:19]=2[CH3:23])[N:6]=1. The yield is 0.360. (4) The reactants are Cl[C:2]1[N:7]=[N:6][C:5]([NH2:8])=[CH:4][CH:3]=1.[F:9][C:10]1[CH:15]=[C:14]([C:16]([F:19])([F:18])[F:17])[CH:13]=[CH:12][C:11]=1B(O)O.[F-].[Cs+].C(N(C(C)C)C(C)C)C. The catalyst is C(O)CC.CCOC(C)=O. The product is [F:9][C:10]1[CH:15]=[C:14]([C:16]([F:17])([F:18])[F:19])[CH:13]=[CH:12][C:11]=1[C:2]1[N:7]=[N:6][C:5]([NH2:8])=[CH:4][CH:3]=1. The yield is 0.144. (5) The reactants are C([Si](C)(C)[O:6][CH2:7][CH2:8][N:9]([CH2:36][CH3:37])[CH2:10][CH2:11][CH2:12][CH2:13][O:14][C:15]1[CH:35]=[CH:34][C:18]2[C:19]([C:22]3[CH:27]=[CH:26][C:25]([N:28]4[CH2:33][CH2:32][CH2:31][CH2:30][CH2:29]4)=[CH:24][CH:23]=3)=[N:20][S:21][C:17]=2[CH:16]=1)(C)(C)C.CCCC[N+](CCCC)(CCCC)CCCC.[F-]. The catalyst is C1COCC1. The product is [CH2:36]([N:9]([CH2:10][CH2:11][CH2:12][CH2:13][O:14][C:15]1[CH:35]=[CH:34][C:18]2[C:19]([C:22]3[CH:23]=[CH:24][C:25]([N:28]4[CH2:33][CH2:32][CH2:31][CH2:30][CH2:29]4)=[CH:26][CH:27]=3)=[N:20][S:21][C:17]=2[CH:16]=1)[CH2:8][CH2:7][OH:6])[CH3:37]. The yield is 0.830. (6) The reactants are [CH3:1][C:2]1[S:3][C:4]2[C:9]([C:10](=[O:18])[C:11]=1[C:12]1[CH:17]=[CH:16][CH:15]=[CH:14][CH:13]=1)=[CH:8][CH:7]=[CH:6][CH:5]=2.[Se](=O)=[O:20].C(=O)([O-])O.[Na+].[BH4-].[Na+].[Cl-].[NH4+]. The catalyst is ClC1C=CC=CC=1.CO. The product is [OH:20][CH2:1][C:2]1[S:3][C:4]2[C:9]([C:10](=[O:18])[C:11]=1[C:12]1[CH:17]=[CH:16][CH:15]=[CH:14][CH:13]=1)=[CH:8][CH:7]=[CH:6][CH:5]=2. The yield is 0.380. (7) The reactants are [C:1]([NH:5][S:6]([C:9]1[S:10][CH:11]=[CH:12][CH:13]=1)(=[O:8])=[O:7])([CH3:4])([CH3:3])[CH3:2].[Li]CCCC.I[CH2:20][CH:21]([CH3:23])[CH3:22]. The catalyst is C1COCC1. The product is [CH2:20]([C:11]1[S:10][C:9]([S:6]([NH:5][C:1]([CH3:4])([CH3:2])[CH3:3])(=[O:7])=[O:8])=[CH:13][CH:12]=1)[CH:21]([CH3:23])[CH3:22]. The yield is 0.550. (8) The reactants are [CH3:1][O:2][C:3]1[C:8]([NH:9][C:10]2[N:15]=[C:14](SC#N)[C:13]([N+:19]([O-:21])=[O:20])=[CH:12][N:11]=2)=[CH:7][CH:6]=[CH:5][N:4]=1.[O:22]1[CH2:27][CH2:26][CH2:25][CH:24]([NH2:28])[CH2:23]1.C(N(CC)C(C)C)(C)C. The catalyst is O1CCCC1. The product is [CH3:1][O:2][C:3]1[C:8]([NH:9][C:10]2[N:15]=[C:14]([NH:28][CH:24]3[CH2:25][CH2:26][CH2:27][O:22][CH2:23]3)[C:13]([N+:19]([O-:21])=[O:20])=[CH:12][N:11]=2)=[CH:7][CH:6]=[CH:5][N:4]=1. The yield is 0.600.